Dataset: Full USPTO retrosynthesis dataset with 1.9M reactions from patents (1976-2016). Task: Predict the reactants needed to synthesize the given product. (1) Given the product [Br:1][C:2]1[CH:3]=[CH:4][C:5]2[O:21][C:9]([C:10]3[CH:11]=[CH:12][C:13]([C:16]([F:17])([F:18])[F:19])=[CH:14][CH:15]=3)=[N:8][C:6]=2[CH:7]=1, predict the reactants needed to synthesize it. The reactants are: [Br:1][C:2]1[CH:3]=[CH:4][C:5]([OH:21])=[C:6]([NH:8][C:9](=O)[C:10]2[CH:15]=[CH:14][C:13]([C:16]([F:19])([F:18])[F:17])=[CH:12][CH:11]=2)[CH:7]=1.P(Cl)(Cl)(Cl)=O. (2) Given the product [Si:24]([O:23][CH2:22][C:19]1([CH3:21])[S:18][CH2:17][CH2:16][N:15]2[C:11]([C:8]3([C:5]4[CH:6]=[CH:7][C:2]([C:37]5[CH:36]=[N:35][N:34]([CH:31]([CH3:33])[CH3:32])[CH:38]=5)=[CH:3][CH:4]=4)[CH2:10][CH2:9]3)=[N:12][N:13]=[C:14]2[CH2:20]1)([C:27]([CH3:30])([CH3:29])[CH3:28])([CH3:26])[CH3:25], predict the reactants needed to synthesize it. The reactants are: Br[C:2]1[CH:7]=[CH:6][C:5]([C:8]2([C:11]3[N:15]4[CH2:16][CH2:17][S:18][C:19]([CH2:22][O:23][Si:24]([C:27]([CH3:30])([CH3:29])[CH3:28])([CH3:26])[CH3:25])([CH3:21])[CH2:20][C:14]4=[N:13][N:12]=3)[CH2:10][CH2:9]2)=[CH:4][CH:3]=1.[CH:31]([N:34]1[CH:38]=[C:37](B2OC(C)(C)C(C)(C)O2)[CH:36]=[N:35]1)([CH3:33])[CH3:32].C(=O)([O-])[O-].[K+].[K+]. (3) Given the product [CH3:45][O:44][C:42]([C:39]1[CH:38]=[CH:37][C:36]([C:21]2[CH:22]=[CH:23][C:18]([C:17]3[O:16][N:15]=[C:14]([CH3:33])[C:13]=3[NH:12][C:11]([O:10][CH:8]([C:3]3[CH:4]=[CH:5][CH:6]=[CH:7][C:2]=3[Cl:1])[CH3:9])=[O:34])=[CH:19][CH:20]=2)=[CH:41][N:40]=1)=[O:43], predict the reactants needed to synthesize it. The reactants are: [Cl:1][C:2]1[CH:7]=[CH:6][CH:5]=[CH:4][C:3]=1[CH:8]([O:10][C:11](=[O:34])[NH:12][C:13]1[C:14]([CH3:33])=[N:15][O:16][C:17]=1[C:18]1[CH:23]=[CH:22][C:21](B2OC(C)(C)C(C)(C)O2)=[CH:20][CH:19]=1)[CH3:9].Br[C:36]1[CH:37]=[CH:38][C:39]([C:42]([O:44][CH3:45])=[O:43])=[N:40][CH:41]=1.